From a dataset of Orexin1 receptor HTS with 218,158 compounds and 233 confirmed actives. Binary Classification. Given a drug SMILES string, predict its activity (active/inactive) in a high-throughput screening assay against a specified biological target. (1) The molecule is S=C(Nc1cc2c(=O)n3CCCCCc3nc2cc1)NCCC(C)C. The result is 0 (inactive). (2) The drug is Clc1c(OCCNC(=O)N2C3CCC2C(=C(C3)c2c(OCc3ccccc3)cccc2)C(OC)=O)cccc1. The result is 1 (active). (3) The compound is S1CCN(C(c2n(nnn2)CS(=O)(=O)c2ccc(cc2)C)c2c(OC)cccc2)CC1. The result is 0 (inactive). (4) The drug is s1c(NC(=O)C2CCCCC2)c(c(c1)c1cc([N+]([O-])=O)ccc1)C(OCC)=O. The result is 0 (inactive). (5) The drug is s1c2c3nc(sc3ccc2nc1NC(=O)Cc1c2c(ccc1)cccc2)C. The result is 1 (active). (6) The molecule is Fc1c(OCc2onc(C(=O)NCc3nn(c(c3)C)C)c2)c(F)ccc1. The result is 0 (inactive). (7) The molecule is O(c1c(c(ccc1C)C)C)CC(=O)Nc1cc(ccc1)C(O)=O. The result is 0 (inactive).